From a dataset of Catalyst prediction with 721,799 reactions and 888 catalyst types from USPTO. Predict which catalyst facilitates the given reaction. (1) Reactant: [OH:1][C:2]1[CH:3]=[C:4]2[C:9](=[CH:10][CH:11]=1)[CH:8]=[C:7]([CH:12]=O)[CH:6]=[CH:5]2.[NH2:14][C:15]12[CH2:22][CH2:21][C:18]([C:23]([O:25][CH3:26])=[O:24])([CH2:19][CH2:20]1)[CH2:17][CH2:16]2.[O-]S([O-])(=O)=O.[Mg+2].[BH3-]C#N.[Na+]. Product: [OH:1][C:2]1[CH:3]=[C:4]2[C:9](=[CH:10][CH:11]=1)[CH:8]=[C:7]([CH2:12][NH:14][C:15]13[CH2:20][CH2:19][C:18]([C:23]([O:25][CH3:26])=[O:24])([CH2:17][CH2:16]1)[CH2:21][CH2:22]3)[CH:6]=[CH:5]2. The catalyst class is: 11. (2) Reactant: [CH3:1][C:2]1[CH:11]=[CH:10][C:9]2[C:4](=[CH:5][CH:6]=[CH:7][C:8]=2[N:12]2[CH2:17][CH2:16][N:15]([CH2:18][CH:19]([C:21]3[CH:26]=[CH:25][CH:24]=[C:23]([N+:27]([O-])=O)[CH:22]=3)[CH3:20])[CH2:14][CH2:13]2)[N:3]=1.[Cl-].[NH4+]. Product: [CH3:20][CH:19]([C:21]1[CH:22]=[C:23]([CH:24]=[CH:25][CH:26]=1)[NH2:27])[CH2:18][N:15]1[CH2:14][CH2:13][N:12]([C:8]2[CH:7]=[CH:6][CH:5]=[C:4]3[C:9]=2[CH:10]=[CH:11][C:2]([CH3:1])=[N:3]3)[CH2:17][CH2:16]1. The catalyst class is: 406. (3) Reactant: Cl[C:2]1[N:7]=[C:6]([C:8]2[C:13]([C:14]([F:17])([F:16])[F:15])=[CH:12][N:11]=[C:10]([NH2:18])[CH:9]=2)[CH:5]=[N:4][CH:3]=1.[O:19]1[CH2:24][CH2:23][CH:22]([CH2:25][NH2:26])[CH2:21][CH2:20]1.CCN(C(C)C)C(C)C.CS(C)=O. Product: [NH2:18][C:10]1[CH:9]=[C:8]([C:6]2[N:7]=[C:2]([NH:26][CH2:25][CH:22]3[CH2:23][CH2:24][O:19][CH2:20][CH2:21]3)[CH:3]=[N:4][CH:5]=2)[C:13]([C:14]([F:17])([F:16])[F:15])=[CH:12][N:11]=1. The catalyst class is: 25. (4) Reactant: [F:1][C:2]1[C:3]([N+:15]([O-])=O)=[C:4]([CH:12]=[CH:13][CH:14]=1)[NH:5][C:6]1[CH:11]=[CH:10][CH:9]=[CH:8][CH:7]=1. Product: [F:1][C:2]1[CH:14]=[CH:13][CH:12]=[C:4]([NH:5][C:6]2[CH:11]=[CH:10][CH:9]=[CH:8][CH:7]=2)[C:3]=1[NH2:15]. The catalyst class is: 43.